This data is from Retrosynthesis with 50K atom-mapped reactions and 10 reaction types from USPTO. The task is: Predict the reactants needed to synthesize the given product. (1) Given the product O=[N+]([O-])c1ccccc1NCCN1CCOCC1, predict the reactants needed to synthesize it. The reactants are: NCCN1CCOCC1.O=[N+]([O-])c1ccccc1F. (2) Given the product O=C(COc1cc(C(=O)O)c(O)c2ccccc12)c1ccccc1, predict the reactants needed to synthesize it. The reactants are: O=C(CBr)c1ccccc1.O=C(O)c1cc(O)c2ccccc2c1O. (3) Given the product CCOC(=O)CC1(C)Oc2ccc(N)cc2O1, predict the reactants needed to synthesize it. The reactants are: CCOC(=O)CC1(C)Oc2ccc([N+](=O)[O-])cc2O1. (4) Given the product O=Cc1c[nH]c2ccc(Cl)cc12, predict the reactants needed to synthesize it. The reactants are: CN(C)C=O.Clc1ccc2[nH]ccc2c1.